This data is from Peptide-MHC class II binding affinity with 134,281 pairs from IEDB. The task is: Regression. Given a peptide amino acid sequence and an MHC pseudo amino acid sequence, predict their binding affinity value. This is MHC class II binding data. (1) The peptide sequence is IPKGDFLTGPLNFTG. The MHC is HLA-DQA10201-DQB10202 with pseudo-sequence HLA-DQA10201-DQB10202. The binding affinity (normalized) is 0. (2) The peptide sequence is YDKFLANVSTVITGK. The MHC is DRB1_0701 with pseudo-sequence DRB1_0701. The binding affinity (normalized) is 0.872. (3) The peptide sequence is QEVFKAIQSLKTTEV. The MHC is DRB1_1201 with pseudo-sequence DRB1_1201. The binding affinity (normalized) is 0.415. (4) The MHC is DRB1_0301 with pseudo-sequence DRB1_0301. The peptide sequence is QIDAFIANAGATADS. The binding affinity (normalized) is 0.537.